Dataset: Full USPTO retrosynthesis dataset with 1.9M reactions from patents (1976-2016). Task: Predict the reactants needed to synthesize the given product. (1) Given the product [CH3:17][N:18]([CH3:19])[CH2:7][C:6]1[CH:9]=[CH:10][C:11]([C:12]2[S:13][CH:14]=[CH:15][CH:16]=2)=[C:4]([N+:1]([O-:3])=[O:2])[CH:5]=1, predict the reactants needed to synthesize it. The reactants are: [N+:1]([C:4]1[CH:5]=[C:6]([CH:9]=[CH:10][C:11]=1[C:12]1[S:13][CH:14]=[CH:15][CH:16]=1)[CH:7]=O)([O-:3])=[O:2].[CH3:17][NH:18][CH3:19].C1COCC1.C(O[BH-](OC(=O)C)OC(=O)C)(=O)C.[Na+].C(=O)([O-])O.[Na+]. (2) The reactants are: Br[C:2]1[CH:3]=[CH:4][C:5]([O:17][CH3:18])=[C:6]([S:8]([NH:11][C:12]([CH3:16])([CH3:15])[CH2:13][OH:14])(=[O:10])=[O:9])[CH:7]=1.[CH3:19][C:20]1([CH3:36])[C:24]([CH3:26])([CH3:25])[O:23][B:22]([B:22]2[O:23][C:24]([CH3:26])([CH3:25])[C:20]([CH3:36])([CH3:19])[O:21]2)[O:21]1. Given the product [OH:14][CH2:13][C:12]([NH:11][S:8]([C:6]1[CH:7]=[C:2]([B:22]2[O:23][C:24]([CH3:26])([CH3:25])[C:20]([CH3:36])([CH3:19])[O:21]2)[CH:3]=[CH:4][C:5]=1[O:17][CH3:18])(=[O:10])=[O:9])([CH3:16])[CH3:15], predict the reactants needed to synthesize it.